This data is from Forward reaction prediction with 1.9M reactions from USPTO patents (1976-2016). The task is: Predict the product of the given reaction. (1) Given the reactants [I:1][C:2]1[CH:3]=[N:4][NH:5][C:6]=1[NH2:7].[CH3:8][O:9][C:10]1[CH:15]=[CH:14][C:13]([CH:16]([CH:19]=O)[CH:17]=O)=[CH:12][CH:11]=1, predict the reaction product. The product is: [I:1][C:2]1[CH:3]=[N:4][N:5]2[CH:17]=[C:16]([C:13]3[CH:12]=[CH:11][C:10]([O:9][CH3:8])=[CH:15][CH:14]=3)[CH:19]=[N:7][C:6]=12. (2) Given the reactants [Br:1][C:2]1[CH:8]=[CH:7][C:5]([NH2:6])=[CH:4][CH:3]=1.[Br:9][CH:10]([CH2:14][CH2:15][Br:16])[C:11](Cl)=[O:12].Cl, predict the reaction product. The product is: [Br:9][CH:10]([CH2:14][CH2:15][Br:16])[C:11]([NH:6][C:5]1[CH:7]=[CH:8][C:2]([Br:1])=[CH:3][CH:4]=1)=[O:12].